From a dataset of Forward reaction prediction with 1.9M reactions from USPTO patents (1976-2016). Predict the product of the given reaction. (1) Given the reactants [F:1][C:2]([F:34])([F:33])[C:3]([C:12]1[CH:29]=[CH:28][C:15]([O:16][C:17]2[CH:18]=[CH:19][C:20]([N+:25]([O-:27])=[O:26])=[C:21]([CH2:23][OH:24])[CH:22]=2)=[C:14]([CH2:30][CH2:31][CH3:32])[CH:13]=1)([O:8][CH2:9][O:10][CH3:11])[C:4]([F:7])([F:6])[F:5].N1C=CC=CC=1.[C:41]1([N:47]=[C:48]=[O:49])[CH:46]=[CH:45][CH:44]=[CH:43][CH:42]=1.Cl, predict the reaction product. The product is: [C:41]1([NH:47][C:48](=[O:49])[O:24][CH2:23][C:21]2[CH:22]=[C:17]([O:16][C:15]3[CH:28]=[CH:29][C:12]([C:3]([O:8][CH2:9][O:10][CH3:11])([C:4]([F:6])([F:5])[F:7])[C:2]([F:33])([F:34])[F:1])=[CH:13][C:14]=3[CH2:30][CH2:31][CH3:32])[CH:18]=[CH:19][C:20]=2[N+:25]([O-:27])=[O:26])[CH:46]=[CH:45][CH:44]=[CH:43][CH:42]=1. (2) Given the reactants Br[C:2]1[CH:7]=[CH:6][CH:5]=[C:4]([CH3:8])[N:3]=1.C[Si]([C:13]#[CH:14])(C)C.[OH-].[Na+].Cl, predict the reaction product. The product is: [C:13]([C:2]1[CH:7]=[CH:6][CH:5]=[C:4]([CH3:8])[N:3]=1)#[CH:14]. (3) Given the reactants [CH3:1][C:2]1[N:11]=[C:10]([N:12]2[CH2:18][C:17]3[CH:19]=[C:20]([C:23]4[CH:29]=[CH:28][C:26]([NH2:27])=[C:25]([N+:30]([O-])=O)[CH:24]=4)[CH:21]=[CH:22][C:16]=3[O:15][CH2:14][CH2:13]2)[C:9]2[C:4](=[CH:5][CH:6]=[CH:7][CH:8]=2)[N:3]=1.[H][H], predict the reaction product. The product is: [CH3:1][C:2]1[N:11]=[C:10]([N:12]2[CH2:18][C:17]3[CH:19]=[C:20]([C:23]4[CH:24]=[C:25]([NH2:30])[C:26]([NH2:27])=[CH:28][CH:29]=4)[CH:21]=[CH:22][C:16]=3[O:15][CH2:14][CH2:13]2)[C:9]2[C:4](=[CH:5][CH:6]=[CH:7][CH:8]=2)[N:3]=1. (4) Given the reactants [CH2:1]([CH:8]1[CH2:13][CH2:12][N:11]([C:14](=[O:31])[C:15]([NH:17][C:18]2[C:27]([N+:28]([O-])=O)=[CH:26][C:21]3[NH:22][C:23](=[O:25])[O:24][C:20]=3[CH:19]=2)=[O:16])[CH2:10][CH2:9]1)[C:2]1[CH:7]=[CH:6][CH:5]=[CH:4][CH:3]=1, predict the reaction product. The product is: [NH2:28][C:27]1[C:18]([NH:17][C:15](=[O:16])[C:14]([N:11]2[CH2:10][CH2:9][CH:8]([CH2:1][C:2]3[CH:3]=[CH:4][CH:5]=[CH:6][CH:7]=3)[CH2:13][CH2:12]2)=[O:31])=[CH:19][C:20]2[O:24][C:23](=[O:25])[NH:22][C:21]=2[CH:26]=1. (5) Given the reactants [CH3:1][O:2][C:3]1[CH:8]=[CH:7][C:6]([S:9](Cl)(=[O:11])=[O:10])=[CH:5][CH:4]=1.[CH3:13][N:14]1[CH2:19][CH2:18][CH:17]([C:20]2[C:28]3[C:23](=[CH:24][CH:25]=[C:26]([OH:29])[CH:27]=3)[NH:22][CH:21]=2)[CH2:16][CH2:15]1.[OH-].[Na+], predict the reaction product. The product is: [CH3:13][N:14]1[CH2:19][CH2:18][CH:17]([C:20]2[C:28]3[C:23](=[CH:24][CH:25]=[C:26]([O:29][S:9]([C:6]4[CH:5]=[CH:4][C:3]([O:2][CH3:1])=[CH:8][CH:7]=4)(=[O:11])=[O:10])[CH:27]=3)[NH:22][CH:21]=2)[CH2:16][CH2:15]1. (6) Given the reactants [C:1]([C:3]1[CH:8]=[C:7]([O:9][CH3:10])[C:6]([O:11][CH2:12][CH2:13][CH2:14][CH3:15])=[CH:5][C:4]=1[NH2:16])#[N:2].Cl.[N:18]([O-])=O.[Na+].C([O-])(=O)C.[Na+].[NH2:27][C:28]1[CH:33]=[CH:32][CH:31]=[CH:30][CH:29]=1, predict the reaction product. The product is: [C:28]1([N:27]=[N:18][NH:16][C:4]2[CH:5]=[C:6]([O:11][CH2:12][CH2:13][CH2:14][CH3:15])[C:7]([O:9][CH3:10])=[CH:8][C:3]=2[C:1]#[N:2])[CH:33]=[CH:32][CH:31]=[CH:30][CH:29]=1. (7) Given the reactants [NH:1]1[CH2:6][CH2:5][O:4][CH2:3][CH2:2]1.[Cl:7][C:8]1[CH:13]=[C:12]([Cl:14])[C:11]([O:15][CH3:16])=[CH:10][C:9]=1[NH:17][C:18]1[C:23]([C:24]#[N:25])=[CH:22][N:21]=[C:20]2[CH:26]=[C:27]([C:29]3[CH:34]=[CH:33][C:32]([CH:35]=O)=[CH:31][CH:30]=3)[S:28][C:19]=12.C(O[BH-](OC(=O)C)OC(=O)C)(=O)C.[Na+].C(O)(=O)C, predict the reaction product. The product is: [Cl:7][C:8]1[CH:13]=[C:12]([Cl:14])[C:11]([O:15][CH3:16])=[CH:10][C:9]=1[NH:17][C:18]1[C:23]([C:24]#[N:25])=[CH:22][N:21]=[C:20]2[CH:26]=[C:27]([C:29]3[CH:34]=[CH:33][C:32]([CH2:35][N:1]4[CH2:6][CH2:5][O:4][CH2:3][CH2:2]4)=[CH:31][CH:30]=3)[S:28][C:19]=12. (8) Given the reactants [O:1]=[C:2]1[C:6]2([CH2:11][CH2:10][NH:9][CH2:8][CH2:7]2)[N:5]([C:12]2[CH:17]=[CH:16][CH:15]=[CH:14][CH:13]=2)[CH2:4][N:3]1[C@H:18]([C:26]1[CH:31]=[CH:30][CH:29]=[CH:28][CH:27]=1)[C:19]([O:21][C:22]([CH3:25])([CH3:24])[CH3:23])=[O:20].Cl[CH2:33][CH2:34][CH2:35][N:36]1[C:44]2[C:39](=[CH:40][CH:41]=[CH:42][CH:43]=2)[CH:38](C)[C:37]1=[O:46].[I-].[Na+].C(=O)([O-])[O-].[K+].[K+], predict the reaction product. The product is: [O:1]=[C:2]1[C:6]2([CH2:7][CH2:8][N:9]([CH2:33][CH2:34][CH2:35][N:36]3[C:44]4[C:39](=[CH:40][CH:41]=[CH:42][CH:43]=4)[CH2:38][C:37]3=[O:46])[CH2:10][CH2:11]2)[N:5]([C:12]2[CH:17]=[CH:16][CH:15]=[CH:14][CH:13]=2)[CH2:4][N:3]1[C@H:18]([C:26]1[CH:27]=[CH:28][CH:29]=[CH:30][CH:31]=1)[C:19]([O:21][C:22]([CH3:24])([CH3:25])[CH3:23])=[O:20].